This data is from Reaction yield outcomes from USPTO patents with 853,638 reactions. The task is: Predict the reaction yield, written as a fraction of the theoretical maximum amount of product (1.0 means a 100% yield; for example, 0.34 means a 34% yield). (1) The reactants are [C:1]([C:5]1[CH:10]=[CH:9][C:8]([N+:11]([O-])=O)=[CH:7][C:6]=1[O:14][CH3:15])([CH3:4])([CH3:3])[CH3:2].C([O-])=O.[K+]. The catalyst is CCO.O.[Pd]. The product is [C:1]([C:5]1[CH:10]=[CH:9][C:8]([NH2:11])=[CH:7][C:6]=1[O:14][CH3:15])([CH3:4])([CH3:2])[CH3:3]. The yield is 0.720. (2) The reactants are Cl.[C:2]1([C:13]2[CH:18]=[CH:17][CH:16]=[CH:15][CH:14]=2)[CH:7]=[CH:6][C:5]([O:8][CH:9]2[CH2:12][NH:11][CH2:10]2)=[CH:4][CH:3]=1.C(N(CC)CC)C.[CH:26]1[CH:31]=[N:30][CH:29]=[C:28]([N:32]=[C:33]=[O:34])[CH:27]=1. The catalyst is ClCCl. The product is [N:30]1[CH:31]=[CH:26][CH:27]=[C:28]([NH:32][C:33]([N:11]2[CH2:12][CH:9]([O:8][C:5]3[CH:6]=[CH:7][C:2]([C:13]4[CH:18]=[CH:17][CH:16]=[CH:15][CH:14]=4)=[CH:3][CH:4]=3)[CH2:10]2)=[O:34])[CH:29]=1. The yield is 0.360. (3) The reactants are C(=O)([O-])[O-].[Na+].[Na+].[C:7]([C:10]1[CH:17]=[C:16]([CH3:18])[C:13]([C:14]#[N:15])=[C:12](I)[C:11]=1[O:20][CH2:21][CH3:22])(=[O:9])[CH3:8].[CH3:23][N:24]([CH3:36])[C:25]([C:27]1[N:32]=[CH:31][C:30](B(O)O)=[CH:29][CH:28]=1)=[O:26].ClCCl. The catalyst is O.C(#N)C.C1C=CC(P(C2C=CC=CC=2)[C-]2C=CC=C2)=CC=1.C1C=CC(P(C2C=CC=CC=2)[C-]2C=CC=C2)=CC=1.Cl[Pd]Cl.[Fe+2]. The yield is 0.750. The product is [C:7]([C:10]1[C:11]([O:20][CH2:21][CH3:22])=[C:12]([C:30]2[CH:29]=[CH:28][C:27]([C:25]([N:24]([CH3:36])[CH3:23])=[O:26])=[N:32][CH:31]=2)[C:13]([C:14]#[N:15])=[C:16]([CH3:18])[CH:17]=1)(=[O:9])[CH3:8]. (4) The catalyst is C(#N)C. The reactants are [NH2:1][C:2]1[C:10]2[N:9]=[CH:8][N:7]([CH3:11])[C:6]=2[CH:5]=[C:4]([Br:12])[CH:3]=1.[CH2:13]([C:15]1[CH:22]=[CH:21][CH:20]=[C:19]([CH3:23])[C:16]=1[CH2:17]Cl)[CH3:14].C(=O)([O-])[O-].[Na+].[Na+].[I-].[Na+]. The product is [Br:12][C:4]1[CH:3]=[C:2]([NH:1][CH2:17][C:16]2[C:19]([CH3:23])=[CH:20][CH:21]=[CH:22][C:15]=2[CH2:13][CH3:14])[C:10]2[N:9]=[CH:8][N:7]([CH3:11])[C:6]=2[CH:5]=1. The yield is 0.630. (5) The catalyst is C1COCC1.Cl. The product is [CH3:21][O:20][C:7]1[C:8]2[C:9]3[CH:17]=[C:13]4[O:14][CH2:15][O:16][C:12]4=[CH:11][C:10]=3[CH2:18][O:1][CH2:2][C:3]=2[CH:4]=[C:5]([O:24][CH3:25])[C:6]=1[O:22][CH3:23]. The reactants are [OH:1][CH2:2][C:3]1[C:8]([C:9]2[C:10]([CH2:18]O)=[CH:11][C:12]3[O:16][CH2:15][O:14][C:13]=3[CH:17]=2)=[C:7]([O:20][CH3:21])[C:6]([O:22][CH3:23])=[C:5]([O:24][CH3:25])[CH:4]=1.O.C(OCC)(=O)C. The yield is 0.640.